Dataset: Catalyst prediction with 721,799 reactions and 888 catalyst types from USPTO. Task: Predict which catalyst facilitates the given reaction. (1) Reactant: [C:1]([C:5]1[CH:6]=[CH:7][CH:8]=[C:9]2[C:14]=1[N:13]=[C:12]([C:15]1[N:19]3[CH:20]=[C:21]([CH:24]([N:26]4[CH2:30][CH2:29][C@H:28]([NH:31]C(=O)OC(C)(C)C)[CH2:27]4)[CH3:25])[CH:22]=[CH:23][C:18]3=[N:17][N:16]=1)[CH:11]=[CH:10]2)([CH3:4])([CH3:3])[CH3:2].[ClH:39]. Product: [ClH:39].[ClH:39].[ClH:39].[C:1]([C:5]1[CH:6]=[CH:7][CH:8]=[C:9]2[C:14]=1[N:13]=[C:12]([C:15]1[N:19]3[CH:20]=[C:21]([CH:24]([N:26]4[CH2:30][CH2:29][C@H:28]([NH2:31])[CH2:27]4)[CH3:25])[CH:22]=[CH:23][C:18]3=[N:17][N:16]=1)[CH:11]=[CH:10]2)([CH3:2])([CH3:3])[CH3:4]. The catalyst class is: 812. (2) Reactant: [Cl:1][C:2]1[C:7]([CH:8]=O)=[C:6]([S:10][CH3:11])[CH:5]=[CH:4][CH:3]=1.Cl.[NH2:13][OH:14].C([N-]CC)C. Product: [Cl:1][C:2]1[CH:3]=[CH:4][CH:5]=[C:6]([S:10][CH3:11])[C:7]=1/[CH:8]=[N:13]/[OH:14]. The catalyst class is: 8. (3) The catalyst class is: 4. Product: [NH2:7][C:8]1[CH:35]=[CH:34][C:11]2[N:12]([CH2:29][C:30]([OH:33])([CH3:32])[CH3:31])[C:13]([NH:15][C:16]([C:18]3[S:19][C:20]([C:23]4[O:27][C:26]([CH3:28])=[N:25][CH:24]=4)=[CH:21][CH:22]=3)=[O:17])=[N:14][C:10]=2[CH:9]=1. Reactant: C(OC(=O)[NH:7][C:8]1[CH:35]=[CH:34][C:11]2[N:12]([CH2:29][C:30]([OH:33])([CH3:32])[CH3:31])[C:13]([NH:15][C:16]([C:18]3[S:19][C:20]([C:23]4[O:27][C:26]([CH3:28])=[N:25][CH:24]=4)=[CH:21][CH:22]=3)=[O:17])=[N:14][C:10]=2[CH:9]=1)(C)(C)C.C(O)(C(F)(F)F)=O. (4) Reactant: [CH:1]1[C:10]2[C:5](=[CH:6][C:7]([C:11]3[N:15]=[C:14]([CH2:16][CH2:17][C@@H:18]([NH:30]C(=O)OC(C)(C)C)[CH2:19][C:20]4[CH:25]=[CH:24][C:23]([C:26]([F:29])([F:28])[F:27])=[CH:22][CH:21]=4)[O:13][N:12]=3)=[CH:8][CH:9]=2)[CH:4]=[CH:3][N:2]=1.C(O)(C(F)(F)F)=O. Product: [CH:1]1[C:10]2[C:5](=[CH:6][C:7]([C:11]3[N:15]=[C:14]([CH2:16][CH2:17][C@@H:18]([NH2:30])[CH2:19][C:20]4[CH:25]=[CH:24][C:23]([C:26]([F:27])([F:29])[F:28])=[CH:22][CH:21]=4)[O:13][N:12]=3)=[CH:8][CH:9]=2)[CH:4]=[CH:3][N:2]=1. The catalyst class is: 2. (5) Reactant: [C:1]([C:3]1[CH:4]=[C:5]([CH:35]([CH3:37])[CH3:36])[C:6]2[O:10][C:9]([C:11]3[CH:33]=[CH:32][C:14]([C:15]([NH:17][CH2:18][CH:19]4[CH2:24][CH2:23][C:22]([C:25]5[CH:30]=[CH:29][C:28]([F:31])=[CH:27][CH:26]=5)=[CH:21][CH2:20]4)=[O:16])=[CH:13][CH:12]=3)=[N:8][C:7]=2[CH:34]=1)#[N:2]. Product: [C:1]([C:3]1[CH:4]=[C:5]([CH:35]([CH3:37])[CH3:36])[C:6]2[O:10][C:9]([C:11]3[CH:12]=[CH:13][C:14]([C:15]([NH:17][CH2:18][C@H:19]4[CH2:24][CH2:23][C@H:22]([C:25]5[CH:26]=[CH:27][C:28]([F:31])=[CH:29][CH:30]=5)[CH2:21][CH2:20]4)=[O:16])=[CH:32][CH:33]=3)=[N:8][C:7]=2[CH:34]=1)#[N:2].[C:1]([C:3]1[CH:4]=[C:5]([CH:35]([CH3:37])[CH3:36])[C:6]2[O:10][C:9]([C:11]3[CH:12]=[CH:13][C:14]([C:15]([NH:17][CH2:18][C@H:19]4[CH2:24][CH2:23][C@@H:22]([C:25]5[CH:26]=[CH:27][C:28]([F:31])=[CH:29][CH:30]=5)[CH2:21][CH2:20]4)=[O:16])=[CH:32][CH:33]=3)=[N:8][C:7]=2[CH:34]=1)#[N:2]. The catalyst class is: 541.